Task: Regression. Given a peptide amino acid sequence and an MHC pseudo amino acid sequence, predict their binding affinity value. This is MHC class I binding data.. Dataset: Peptide-MHC class I binding affinity with 185,985 pairs from IEDB/IMGT The peptide sequence is KGDTTTGVY. The MHC is HLA-A80:01 with pseudo-sequence HLA-A80:01. The binding affinity (normalized) is 0.389.